From a dataset of Full USPTO retrosynthesis dataset with 1.9M reactions from patents (1976-2016). Predict the reactants needed to synthesize the given product. (1) The reactants are: Cl.[CH2:2]([O:4][C:5]1[CH:10]=[CH:9][CH:8]=[CH:7][C:6]=1[N:11]1[CH2:16][CH2:15][NH:14][CH2:13][CH2:12]1)[CH3:3].[C:17]1([C:25]2[CH:30]=[CH:29][CH:28]=[CH:27][CH:26]=2)[C:18]([CH:23]=O)=[CH:19][CH:20]=[CH:21][CH:22]=1.[BH-](OC(C)=O)(OC(C)=O)OC(C)=O.[Na+].C1(C2C=CC=CC=2)C=CC=CC=1CN1CCN(C2C=CC=CC=2)CC1. Given the product [C:17]1([C:25]2[CH:26]=[CH:27][CH:28]=[CH:29][CH:30]=2)[CH:22]=[CH:21][CH:20]=[CH:19][C:18]=1[CH2:23][N:14]1[CH2:13][CH2:12][N:11]([C:6]2[CH:7]=[CH:8][CH:9]=[CH:10][C:5]=2[O:4][CH2:2][CH3:3])[CH2:16][CH2:15]1, predict the reactants needed to synthesize it. (2) Given the product [S:18]1[C:19]2[CH:25]=[CH:24][CH:23]=[CH:22][C:20]=2[N:21]=[C:17]1[S:16][CH2:3][C@@H:2]([OH:1])[CH2:4][N:5]1[C:9](=[O:10])[C:8]2=[CH:11][CH:12]=[CH:13][CH:14]=[C:7]2[C:6]1=[O:15], predict the reactants needed to synthesize it. The reactants are: [O:1]1[CH2:3][C@@H:2]1[CH2:4][N:5]1[C:9](=[O:10])[C:8]2=[CH:11][CH:12]=[CH:13][CH:14]=[C:7]2[C:6]1=[O:15].[SH:16][C:17]1[S:18][C:19]2[CH:25]=[CH:24][CH:23]=[CH:22][C:20]=2[N:21]=1. (3) Given the product [F:26][C:3]1[CH:4]=[C:5]2[C:10](=[CH:11][C:2]=1[C:41]#[N:42])[O:9][CH2:8][CH:7]([C:12]1[CH:21]=[C:20]3[C:15]([CH2:16][CH:17]([CH2:22][CH2:23][CH3:24])[CH2:18][O:19]3)=[CH:14][C:13]=1[F:25])[CH2:6]2, predict the reactants needed to synthesize it. The reactants are: Br[C:2]1[CH:11]=[C:10]2[C:5]([CH2:6][CH:7]([C:12]3[CH:21]=[C:20]4[C:15]([CH2:16][CH:17]([CH2:22][CH2:23][CH3:24])[CH2:18][O:19]4)=[CH:14][C:13]=3[F:25])[CH2:8][O:9]2)=[CH:4][C:3]=1[F:26].C([Li])CCC.C1(C)C=CC(S([C:41]#[N:42])(=O)=O)=CC=1.